From a dataset of Reaction yield outcomes from USPTO patents with 853,638 reactions. Predict the reaction yield, written as a fraction of the theoretical maximum amount of product (1.0 means a 100% yield; for example, 0.34 means a 34% yield). The reactants are [CH3:1][C:2]1([C:14]2[CH:19]=[CH:18][CH:17]=[CH:16][CH:15]=2)[CH:6]=[CH:5][CH2:4][N:3]1[C:7]([O:9][C:10]([CH3:13])([CH3:12])[CH3:11])=[O:8].[OH2:20].[OH-].[Na+].OO. The catalyst is C1COCC1. The product is [OH:20][CH:5]1[CH2:4][N:3]([C:7]([O:9][C:10]([CH3:11])([CH3:12])[CH3:13])=[O:8])[C:2]([CH3:1])([C:14]2[CH:19]=[CH:18][CH:17]=[CH:16][CH:15]=2)[CH2:6]1. The yield is 1.00.